Dataset: Full USPTO retrosynthesis dataset with 1.9M reactions from patents (1976-2016). Task: Predict the reactants needed to synthesize the given product. (1) Given the product [N+:20]([C:5]1[CH:6]=[C:7]([C:14]([O:16][CH2:17][CH3:18])=[O:15])[CH:8]=[C:9]2[C:4]=1[O:3][C:2]([CH3:19])([CH3:1])[CH2:11][C:10]2([CH3:12])[CH3:13])([O-:22])=[O:21], predict the reactants needed to synthesize it. The reactants are: [CH3:1][C:2]1([CH3:19])[CH2:11][C:10]([CH3:13])([CH3:12])[C:9]2[C:4](=[CH:5][CH:6]=[C:7]([C:14]([O:16][CH2:17][CH3:18])=[O:15])[CH:8]=2)[O:3]1.[N+:20]([O-])([OH:22])=[O:21]. (2) Given the product [F:46][C:42]1[CH:43]=[CH:44][CH:45]=[C:40]([F:39])[C:41]=1[NH:47][C:48]([NH:50][C:51]1[CH:56]=[CH:55][C:54]([C:57]2[S:58][C:59]([C:63]3[O:67][CH:13]=[N:16][CH:64]=3)=[CH:60][C:61]=2[CH3:62])=[CH:53][CH:52]=1)=[O:49], predict the reactants needed to synthesize it. The reactants are: COC(C1SC(C)=C(C2C=C[C:13]([NH:16]C(=O)C3C(F)=CC=CC=3F)=CC=2)C=1)=O.FC1C=CC=C(F)C=1N=C=O.[F:39][C:40]1[CH:45]=[CH:44][CH:43]=[C:42]([F:46])[C:41]=1[NH:47][C:48]([NH:50][C:51]1[CH:56]=[CH:55][C:54]([C:57]2[S:58][C:59]([C:63]3[O:67]N=C[CH:64]=3)=[CH:60][C:61]=2[CH3:62])=[CH:53][CH:52]=1)=[O:49]. (3) The reactants are: [Br:1]Br.[CH3:3][CH2:4][C:5]([C:7]1[C:16]2[C:11](=[CH:12][CH:13]=[CH:14][CH:15]=2)[CH:10]=[CH:9][CH:8]=1)=[O:6]. Given the product [Br:1][CH:4]([CH3:3])[C:5]([C:7]1[C:16]2[C:11](=[CH:12][CH:13]=[CH:14][CH:15]=2)[CH:10]=[CH:9][CH:8]=1)=[O:6], predict the reactants needed to synthesize it. (4) Given the product [C:25]([O:24][C:22]([N:19]1[CH2:18][CH2:17][N:16]([C:13]2[S:14][CH:15]=[C:11]([CH2:10][O:9][C:8]3[CH:7]=[CH:6][C:5]([C:3]([OH:4])=[O:2])=[CH:30][CH:29]=3)[N:12]=2)[CH2:21][CH2:20]1)=[O:23])([CH3:28])([CH3:26])[CH3:27], predict the reactants needed to synthesize it. The reactants are: C[O:2][C:3]([C:5]1[CH:30]=[CH:29][C:8]([O:9][CH2:10][C:11]2[N:12]=[C:13]([N:16]3[CH2:21][CH2:20][N:19]([C:22]([O:24][C:25]([CH3:28])([CH3:27])[CH3:26])=[O:23])[CH2:18][CH2:17]3)[S:14][CH:15]=2)=[CH:7][CH:6]=1)=[O:4].[OH-].[Na+]. (5) Given the product [Cl:1][C:2]1[CH:3]=[C:4]([S:9]([N:12]2[C:20]3[C:15](=[CH:16][CH:17]=[CH:18][CH:19]=3)[CH2:14][CH:13]2[C:21]([OH:23])=[O:22])(=[O:10])=[O:11])[CH:5]=[CH:6][C:7]=1[Cl:8], predict the reactants needed to synthesize it. The reactants are: [Cl:1][C:2]1[CH:3]=[C:4]([S:9]([N:12]2[C:20]3[C:15](=[CH:16][CH:17]=[CH:18][CH:19]=3)[CH2:14][CH:13]2[C:21]([O:23]C)=[O:22])(=[O:11])=[O:10])[CH:5]=[CH:6][C:7]=1[Cl:8].CO.O1CCOCC1.[OH-].[Na+]. (6) Given the product [Cl:1][C:2]1[CH:3]=[CH:4][C:5]2[NH:6][C:7]3[N:8]=[CH:9][CH:10]=[CH:11][C:12]=3[C:13]([C:19]#[N:20])([CH:16]([F:18])[F:17])[C:14]=2[CH:15]=1, predict the reactants needed to synthesize it. The reactants are: [Cl:1][C:2]1[CH:15]=[C:14]2[C:5]([N:6]=[C:7]3[C:12](=[C:13]2[CH:16]([F:18])[F:17])[CH:11]=[CH:10][CH:9]=[N:8]3)=[CH:4][CH:3]=1.[C-:19]#[N:20].[Na+].CCOC(C)=O.CCCCCC. (7) Given the product [NH2:1][C:2]1[C:10]2[C:9]([C:11]3[CH:16]=[C:15]([OH:17])[CH:14]=[C:13]([Cl:19])[CH:12]=3)=[N:8][C:7]([NH:20][CH:21]3[CH2:23][CH2:22]3)=[N:6][C:5]=2[S:4][C:3]=1[C:24]([NH2:26])=[O:25], predict the reactants needed to synthesize it. The reactants are: [NH2:1][C:2]1[C:10]2[C:9]([C:11]3[CH:16]=[C:15]([O:17]C)[CH:14]=[C:13]([Cl:19])[CH:12]=3)=[N:8][C:7]([NH:20][CH:21]3[CH2:23][CH2:22]3)=[N:6][C:5]=2[S:4][C:3]=1[C:24]([NH2:26])=[O:25].B(Br)(Br)Br. (8) Given the product [C:10]([NH:1][C@H:2]([CH2:7][OH:8])[CH2:3][CH:4]([CH3:5])[CH3:6])([O:12][C:13]([CH3:14])([CH3:16])[CH3:15])=[O:11], predict the reactants needed to synthesize it. The reactants are: [NH:1]([C:10]([O:12][C:13]([CH3:16])([CH3:15])[CH3:14])=[O:11])[C@H:2]([C:7](O)=[O:8])[CH2:3][CH:4]([CH3:6])[CH3:5].B.C1COCC1.